This data is from Full USPTO retrosynthesis dataset with 1.9M reactions from patents (1976-2016). The task is: Predict the reactants needed to synthesize the given product. (1) Given the product [N:28]1[C:20]([NH:1][CH2:2][CH:3]2[CH2:8][CH2:7][N:6]([C:9]([O:11][CH2:12][C:13]3[CH:14]=[CH:15][CH:16]=[CH:17][CH:18]=3)=[O:10])[CH2:5][CH2:4]2)=[C:21]2[C:25]([NH:24][CH:23]=[N:22]2)=[N:26][CH:27]=1, predict the reactants needed to synthesize it. The reactants are: [NH2:1][CH2:2][CH:3]1[CH2:8][CH2:7][N:6]([C:9]([O:11][CH2:12][C:13]2[CH:18]=[CH:17][CH:16]=[CH:15][CH:14]=2)=[O:10])[CH2:5][CH2:4]1.Cl[C:20]1[N:28]=[CH:27][N:26]=[C:25]2[C:21]=1[NH:22][CH:23]=[N:24]2. (2) Given the product [CH2:14]1[C:10]([C:11]([OH:19])=[O:17])([C:8]2[CH:7]=[CH:6][C:5]3[O:1][CH2:2][O:3][C:4]=3[CH:9]=2)[CH2:15]1, predict the reactants needed to synthesize it. The reactants are: [O:1]1[C:5]2[CH:6]=[CH:7][C:8]([CH2:10][C:11]#N)=[CH:9][C:4]=2[O:3][CH2:2]1.Br[CH2:14][CH2:15]Cl.[OH-:17].[Na+].[OH2:19]. (3) Given the product [NH2:7][C@:8]1([C:14]([NH:16][S:17]([C:20]2[CH:21]=[CH:22][CH:23]=[C:24]3[C:28]=2[NH:27][CH:26]=[CH:25]3)(=[O:19])=[O:18])=[O:15])[CH2:10][C@H:9]1[CH:11]1[CH2:13][CH2:12]1, predict the reactants needed to synthesize it. The reactants are: C(OC(=O)[NH:7][C@:8]1([C:14]([NH:16][S:17]([C:20]2[CH:21]=[CH:22][CH:23]=[C:24]3[C:28]=2[NH:27][CH:26]=[CH:25]3)(=[O:19])=[O:18])=[O:15])[CH2:10][C@H:9]1[CH:11]1[CH2:13][CH2:12]1)(C)(C)C.Cl.